This data is from Experimentally validated miRNA-target interactions with 360,000+ pairs, plus equal number of negative samples. The task is: Binary Classification. Given a miRNA mature sequence and a target amino acid sequence, predict their likelihood of interaction. (1) The miRNA is hsa-miR-6755-3p with sequence UGUUGUCAUGUUUUUUCCCUAG. The protein sequence of the target gene is MATEHVNGNGTEEPMDTTSAVIHSENFQTLLDAGLPQKVAEKLDEIYVAGLVAHSDLDERAIEALKEFNEDGALAVLQQFKDSDLSHVQNKSAFLCGVMKTYRQREKQGTKVADSSKGPDEAKIKALLERTGYTLDVTTGQRKYGGPPPDSVYSGQQPSVGTEIFVGKIPRDLFEDELVPLFEKAGPIWDLRLMMDPLTGLNRGYAFVTFCTKEAAQEAVKLYNNHEIRSGKHIGVCISVANNRLFVGSIPKSKTKEQILEEFSKVTEGLTDVILYHQPDDKKKNRGFCFLEYEDHKTAA.... Result: 0 (no interaction). (2) The miRNA is hsa-miR-4538 with sequence GAGCUUGGAUGAGCUGGGCUGA. The protein sequence of the target gene is MEVAANCSLRVKRPLLDPRFEGYKLSLEPLPCYQLELDAAVAEVKLRDDQYTLEHMHAFGMYNYLHCDSWYQDSVYYIDTLGRIMNLTVMLDTALGKPREVFRLPTDLTACDNRLCASIHFSSSTWVTLSDGTGRLYVIGTGERGNSASEKWEIMFNEELGDPFIIIHSISLLNAEEHSIATLLLRIEKEELDMKGSGFYVSLEWVTISKKNQDNKKYEIIKRDILRGKSVPHYAAIEPDGNGLMIVSYKSLTFVQAGQDLEENMDEDISEKIKEPLYYWQQTEDDLTVTIRLPEDSTKE.... Result: 1 (interaction). (3) The miRNA is hsa-miR-6729-3p with sequence UCAUCCCCCUCGCCCUCUCAG. The protein sequence of the target gene is MRRFKRKHLTAIDCQHLARSHLAVTQPFGQRWTNRDPNHGLYPKPRTKRGSRGQGSQRCIPEFFLAGKQPCTNDMAKSNSVGQDSCQDSEGDMIFPAESSCALPQEGSAGPGSPGSAPPSRKRSWSSEEESNQATGTSRWDGVSKKAPRHHLSVPCTRPREARQEAEDSTSRLSAESGETDQDAGDVGPDPIPDSYYGLLGTLPCQEALSHICSLPSEVLRHVFAFLPVEDLYWNLSLVCHLWREIISDPLFIPWKKLYHRYLMNEEQAVSKVDGILSNCGIEKESDLCVLNLIRYTATT.... Result: 1 (interaction).